The task is: Predict the product of the given reaction.. This data is from Forward reaction prediction with 1.9M reactions from USPTO patents (1976-2016). (1) Given the reactants [NH2:1][C:2]1[C:7]([NH2:8])=[C:6]([NH:9][C@@H:10]2[C@@H:15]3[CH2:16][C@@H:12]([CH:13]=[CH:14]3)[C@@H:11]2[C:17]([NH2:19])=[O:18])[C:5]([Cl:20])=[CH:4][N:3]=1.[CH3:21][N:22]1[C:26]([CH3:27])=[C:25]([CH:28]=O)[C:24]([CH3:30])=[N:23]1.C([O-])(=O)C.[NH4+], predict the reaction product. The product is: [Cl:20][C:5]1[C:6]([NH:9][C@@H:10]2[C@@H:15]3[CH2:16][C@@H:12]([CH:13]=[CH:14]3)[C@@H:11]2[C:17]([NH2:19])=[O:18])=[C:7]2[N:8]=[C:28]([C:25]3[C:24]([CH3:30])=[N:23][N:22]([CH3:21])[C:26]=3[CH3:27])[NH:1][C:2]2=[N:3][CH:4]=1. (2) Given the reactants [Cl:1][C:2]1[C:15]2[C:14]3[N:13]=[C:12]([CH3:16])[CH:11]=[CH:10][C:9]=3[C:8]([NH2:17])=[N:7][C:6]=2[CH:5]=[CH:4][CH:3]=1.CC1(C)[C:25]2[C:20](=[C:21](P([C:20]3[CH:25]=[CH:24][CH:23]=[CH:22][CH:21]=3)[C:20]3[CH:25]=[CH:24][CH:23]=[CH:22][CH:21]=3)[CH:22]=[CH:23][CH:24]=2)O[C:21]2[C:22](P([C:20]3[CH:25]=[CH:24][CH:23]=[CH:22][CH:21]=3)[C:20]3[CH:25]=[CH:24][CH:23]=[CH:22][CH:21]=3)=[CH:23][CH:24]=[CH:25][C:20]1=2.C(=O)([O-])[O-].[Cs+].[Cs+].IC1C=CC=CC=1I, predict the reaction product. The product is: [Cl:1][C:2]1[C:15]2[C:14]3[N:13]=[C:12]([CH3:16])[CH:11]=[CH:10][C:9]=3[C:8]3=[N:17][C:20]4[CH:25]=[CH:24][CH:23]=[CH:22][C:21]=4[N:7]3[C:6]=2[CH:5]=[CH:4][CH:3]=1. (3) Given the reactants [Br:1][C:2]1[CH:7]=[C:6]([N+:8]([O-])=O)[CH:5]=[C:4]([CH3:11])[N:3]=1, predict the reaction product. The product is: [Br:1][C:2]1[CH:7]=[C:6]([NH2:8])[CH:5]=[C:4]([CH3:11])[N:3]=1. (4) Given the reactants [CH3:1][O:2][C:3](=[O:13])[C:4]1[CH:9]=[C:8]([F:10])[C:7](Cl)=[N:6][C:5]=1[Cl:12].[CH3:14]B1OB(C)OB(C)O1.C(=O)([O-])[O-].[K+].[K+], predict the reaction product. The product is: [CH3:1][O:2][C:3](=[O:13])[C:4]1[CH:9]=[C:8]([F:10])[C:7]([CH3:14])=[N:6][C:5]=1[Cl:12].